Dataset: Catalyst prediction with 721,799 reactions and 888 catalyst types from USPTO. Task: Predict which catalyst facilitates the given reaction. (1) Reactant: [C:1]1([N:7]2[C:11]([NH:12][C:13](=[O:19])[O:14][C:15]([CH3:18])([CH3:17])[CH3:16])=[CH:10][CH:9]=[N:8]2)[CH:6]=[CH:5][CH:4]=[CH:3][CH:2]=1.[H-].[Na+].C1COCC1.Br[CH2:28][C:29]#[N:30]. Product: [C:29]([CH2:28][N:12]([C:11]1[N:7]([C:1]2[CH:2]=[CH:3][CH:4]=[CH:5][CH:6]=2)[N:8]=[CH:9][CH:10]=1)[C:13](=[O:19])[O:14][C:15]([CH3:16])([CH3:18])[CH3:17])#[N:30]. The catalyst class is: 6. (2) Reactant: [CH2:1]([NH:8][C:9]([C:11]1[S:15][C:14]([N:16]2[CH:21]=[CH:20][CH:19]=[C:18]([O:22]CC3C=CC=CC=3)[C:17]2=[O:30])=[N:13][C:12]=1[CH3:31])=[O:10])[C:2]1[CH:7]=[CH:6][CH:5]=[CH:4][CH:3]=1. Product: [CH2:1]([NH:8][C:9]([C:11]1[S:15][C:14]([N:16]2[CH:21]=[CH:20][CH:19]=[C:18]([OH:22])[C:17]2=[O:30])=[N:13][C:12]=1[CH3:31])=[O:10])[C:2]1[CH:7]=[CH:6][CH:5]=[CH:4][CH:3]=1. The catalyst class is: 43. (3) Reactant: ClC1C=CC([C:8]([C:36]2[CH:41]=[CH:40][C:39]([Cl:42])=[CH:38][CH:37]=2)(OC)[C:9]2[CH:14]=[C:13]([OH:15])[C:12]([C:16](C3C=CC(Cl)=CC=3)([C:19]3[CH:24]=[CH:23][C:22]([Cl:25])=[CH:21][CH:20]=3)OC)=[CH:11][C:10]=2[OH:33])=CC=1. Product: [Cl:25][C:22]1[CH:23]=[CH:24][C:19]2[C:16]([C:36]3[CH:37]=[CH:38][C:39]([Cl:42])=[CH:40][CH:41]=3)=[C:12]3[C:13](=[CH:14][C:9]4[C:10]([O:33][C:24]5[C:19]([C:8]=4[C:36]4[CH:41]=[CH:40][C:39]([Cl:42])=[CH:38][CH:37]=4)=[CH:20][CH:21]=[C:22]([Cl:25])[CH:23]=5)=[CH:11]3)[O:15][C:20]=2[CH:21]=1. The catalyst class is: 641. (4) Reactant: [CH3:1][C:2]([CH3:23])([Si:4]([CH3:22])([CH3:21])[O:5][CH2:6][C@@H:7]([NH2:20])[C:8](=[CH2:19])[CH2:9][CH2:10][O:11][Si:12]([CH3:18])([CH3:17])[C:13]([CH3:16])([CH3:15])[CH3:14])[CH3:3].C(=O)([O-])[O-].[K+].[K+].Br[CH2:31][C:32]([N:34]([O:36][CH3:37])[CH3:35])=[O:33].[C:38](O[C:38]([O:40][C:41]([CH3:44])([CH3:43])[CH3:42])=[O:39])([O:40][C:41]([CH3:44])([CH3:43])[CH3:42])=[O:39]. Product: [CH3:37][O:36][N:34]([CH3:35])[C:32](=[O:33])[CH2:31][N:20]([C@@H:7]([C:8](=[CH2:19])[CH2:9][CH2:10][O:11][Si:12]([CH3:18])([CH3:17])[C:13]([CH3:14])([CH3:15])[CH3:16])[CH2:6][O:5][Si:4]([CH3:22])([CH3:21])[C:2]([CH3:23])([CH3:1])[CH3:3])[C:38](=[O:39])[O:40][C:41]([CH3:44])([CH3:43])[CH3:42]. The catalyst class is: 39.